From a dataset of Forward reaction prediction with 1.9M reactions from USPTO patents (1976-2016). Predict the product of the given reaction. (1) Given the reactants [CH2:1]([S:4][C:5]1[N:10]=[C:9]([OH:11])[CH:8]=[CH:7][N:6]=1)[CH2:2][CH3:3].[Cl:12][S:13](O)(=[O:15])=[O:14], predict the reaction product. The product is: [OH:11][C:9]1[C:8]([S:13]([Cl:12])(=[O:15])=[O:14])=[CH:7][N:6]=[C:5]([S:4][CH2:1][CH2:2][CH3:3])[N:10]=1. (2) Given the reactants Cl[C:2]1[CH:7]=[C:6]([NH:8][NH2:9])[N:5]=[CH:4][N:3]=1.[N:10]1([C:15]2[CH:20]=[CH:19][N:18]=[CH:17][CH:16]=2)[CH2:14][CH2:13][CH2:12][CH2:11]1, predict the reaction product. The product is: [NH:8]([C:6]1[CH:7]=[C:2]([N:18]2[CH2:19][CH2:20][CH:15]([N:10]3[CH2:14][CH2:13][CH2:12][CH2:11]3)[CH2:16][CH2:17]2)[N:3]=[CH:4][N:5]=1)[NH2:9]. (3) Given the reactants Cl.Br[C:3]1[CH:11]=[C:10]2[C:6]([CH:7]=[C:8]([C:20]3[CH:25]=[CH:24][CH:23]=[CH:22][C:21]=3[Cl:26])[N:9]2[CH2:12][C:13]2[N:18]=[C:17]([NH2:19])[CH:16]=[CH:15][CH:14]=2)=[CH:5][CH:4]=1.[CH:27]#[C:28][CH2:29][CH2:30][OH:31], predict the reaction product. The product is: [NH2:19][C:17]1[N:18]=[C:13]([CH2:12][N:9]2[C:10]3[C:6](=[CH:5][CH:4]=[C:3]([C:27]#[C:28][CH2:29][CH2:30][OH:31])[CH:11]=3)[CH:7]=[C:8]2[C:20]2[CH:25]=[CH:24][CH:23]=[CH:22][C:21]=2[Cl:26])[CH:14]=[CH:15][CH:16]=1. (4) Given the reactants Br[C:2]1[CH:3]=[CH:4][C:5]2[N:6]([CH:8]=[C:9]([NH:11]C(=O)C(F)(F)F)[N:10]=2)[CH:7]=1.[CH3:18][O:19][C:20]1[CH:25]=[CH:24][C:23](B(O)O)=[CH:22][N:21]=1.C([O-])([O-])=O.[Cs+].[Cs+].O, predict the reaction product. The product is: [CH3:18][O:19][C:20]1[N:21]=[CH:22][C:23]([C:2]2[CH:3]=[CH:4][C:5]3[N:6]([CH:8]=[C:9]([NH2:11])[N:10]=3)[CH:7]=2)=[CH:24][CH:25]=1. (5) Given the reactants [CH2:1]([O:3][C:4]([C:6]1[O:10][C:9]([CH2:11][CH2:12][N:13]2C(=O)C3=CC=CC=C3C2=O)=[C:8]([C:24]([O:26][CH3:27])=[O:25])[CH:7]=1)=[O:5])[CH3:2].O.NN, predict the reaction product. The product is: [NH2:13][CH2:12][CH2:11][C:9]1[O:10][C:6]([C:4]([O:3][CH2:1][CH3:2])=[O:5])=[CH:7][C:8]=1[C:24]([O:26][CH3:27])=[O:25]. (6) The product is: [CH3:49][N:50]([CH3:54])[CH2:51][CH2:52][NH:53][C:9]([C:5]1[C:4]([CH3:12])=[C:3]([CH:1]=[O:2])[NH:7][C:6]=1[CH3:8])=[O:11]. Given the reactants [CH:1]([C:3]1[NH:7][C:6]([CH3:8])=[C:5]([C:9]([OH:11])=O)[C:4]=1[CH3:12])=[O:2].F[P-](F)(F)(F)(F)F.N1(O[P+](N(C)C)(N(C)C)N(C)C)C2C=CC=CC=2N=N1.C(N(C(C)C)CC)(C)C.[CH3:49][N:50]([CH3:54])[CH2:51][CH2:52][NH2:53].[OH-].[Na+], predict the reaction product. (7) Given the reactants [Br:1][C:2]1[CH:7]=[CH:6][C:5]([CH2:8][CH2:9][O:10][CH2:11][CH2:12]C(OC(C)(C)C)=O)=[CH:4][CH:3]=1.FC(F)(F)[C:22]([OH:24])=[O:23], predict the reaction product. The product is: [Br:1][C:2]1[CH:3]=[CH:4][C:5]([CH2:8][CH2:9][O:10][CH:11]([CH3:12])[C:22]([OH:24])=[O:23])=[CH:6][CH:7]=1.